From a dataset of Full USPTO retrosynthesis dataset with 1.9M reactions from patents (1976-2016). Predict the reactants needed to synthesize the given product. (1) Given the product [NH:17]1[CH2:18][CH:15]([O:14][C:13]2[CH:26]=[CH:27][C:10]([CH2:9][N:6]3[CH2:7][CH2:8][C:3]([CH2:2][OH:1])([CH3:29])[CH2:4][CH2:5]3)=[C:11]([CH3:28])[CH:12]=2)[CH2:16]1, predict the reactants needed to synthesize it. The reactants are: [OH:1][CH2:2][C:3]1([CH3:29])[CH2:8][CH2:7][N:6]([CH2:9][C:10]2[CH:27]=[CH:26][C:13]([O:14][CH:15]3[CH2:18][N:17](C(OC(C)(C)C)=O)[CH2:16]3)=[CH:12][C:11]=2[CH3:28])[CH2:5][CH2:4]1.C(O)(C(F)(F)F)=O.O.C([O-])([O-])=O.[Na+].[Na+]. (2) Given the product [N:1]1[C:9]2[C:4](=[N:5][CH:6]=[CH:7][CH:8]=2)[N:3]([CH2:10][C:11]2[CH:21]=[CH:20][C:14]3[N:15]=[C:16]([NH:22][C@@H:23]4[CH2:28][CH2:27][CH2:26][CH2:25][C@H:24]4[OH:29])[O:17][C:13]=3[CH:12]=2)[CH:2]=1, predict the reactants needed to synthesize it. The reactants are: [N:1]1[C:9]2[C:4](=[N:5][CH:6]=[CH:7][CH:8]=2)[N:3]([CH2:10][C:11]2[CH:21]=[CH:20][C:14]3[N:15]=[C:16](SC)[O:17][C:13]=3[CH:12]=2)[CH:2]=1.[NH2:22][C@@H:23]1[CH2:28][CH2:27][CH2:26][CH2:25][C@H:24]1[OH:29].CCN(C(C)C)C(C)C. (3) Given the product [F:29][C:2]([F:1])([F:28])[C:3]1[CH:4]=[C:5]([NH:13][C:14](=[O:27])[C:15]2[CH:20]=[C:19]([S:21]([N:22]3[CH:32]=[CH:36][CH:35]=[CH:34]3)(=[O:23])=[O:24])[CH:18]=[CH:17][C:16]=2[O:25][CH3:26])[CH:6]=[C:7]([C:9]([F:12])([F:10])[F:11])[CH:8]=1, predict the reactants needed to synthesize it. The reactants are: [F:1][C:2]([F:29])([F:28])[C:3]1[CH:4]=[C:5]([NH:13][C:14](=[O:27])[C:15]2[CH:20]=[C:19]([S:21](=[O:24])(=[O:23])[NH2:22])[CH:18]=[CH:17][C:16]=2[O:25][CH3:26])[CH:6]=[C:7]([C:9]([F:12])([F:11])[F:10])[CH:8]=1.CO[CH:32]1[CH2:36][CH2:35][CH:34](OC)O1.C(O)(=O)C. (4) Given the product [ClH:14].[Br:7][C:8]1[CH:13]=[C:12]([Cl:14])[CH:11]=[CH:10][C:9]=1[CH2:15][C:16]([NH2:1])=[NH:17], predict the reactants needed to synthesize it. The reactants are: [NH4+:1].[Cl-].C[Al](C)C.[Br:7][C:8]1[CH:13]=[C:12]([Cl:14])[CH:11]=[CH:10][C:9]=1[CH2:15][C:16]#[N:17].CO. (5) Given the product [CH3:27][C:19]1[CH:18]=[CH:23][CH:22]=[C:3]([CH3:2])[C:20]=1[C:9]1[N:10]=[C:11]([N:28]2[CH2:33][CH2:32][N:31]([CH2:35][C:36]([NH2:38])=[O:37])[CH2:30][CH2:29]2)[C:12]([CH2:16][O:17][C:18]2[CH:23]=[C:22]([CH:24]([CH3:26])[CH3:25])[CH:21]=[CH:20][C:19]=2[CH3:27])=[C:13]([CH3:15])[N:14]=1, predict the reactants needed to synthesize it. The reactants are: F[C:2](F)(F)[C:3](O)=O.Cl[C:9]1[N:14]=[C:13]([CH3:15])[C:12]([CH2:16][O:17][C:18]2[CH:23]=[C:22]([CH:24]([CH3:26])[CH3:25])[CH:21]=[CH:20][C:19]=2[CH3:27])=[C:11]([N:28]2[CH2:33][CH2:32][NH:31][CH2:30][CH2:29]2)[N:10]=1.Br[CH2:35][C:36]([NH2:38])=[O:37].C(=O)([O-])[O-].[K+].[K+]. (6) The reactants are: Br[C:2]1[C:7]2[CH:8]=[C:9]([C:11]([F:14])([F:13])[F:12])[O:10][C:6]=2[C:5]([O:15][CH3:16])=[CH:4][CH:3]=1.CCCCCC.C([Li])CCC.CN(C)[C:30](=[O:33])[CH2:31][CH3:32].[Cl-].[NH4+]. Given the product [CH3:16][O:15][C:5]1[C:6]2[O:10][C:9]([C:11]([F:14])([F:13])[F:12])=[CH:8][C:7]=2[C:2]([C:30](=[O:33])[CH2:31][CH3:32])=[CH:3][CH:4]=1, predict the reactants needed to synthesize it. (7) The reactants are: [Si:1]([O:8][C@H:9]1[CH2:14][CH2:13][C@@:12]([C@H:16]2[CH2:24][CH2:23][C@@:22]3([CH3:25])[C@@H:18]([CH2:19][CH2:20][C:21]3=[CH2:26])[C@@H:17]2[CH2:27]O)([CH3:15])[C@@H:11]([CH2:29][O:30][Si:31]([C:34]([CH3:37])([CH3:36])[CH3:35])([CH3:33])[CH3:32])[CH2:10]1)([C:4]([CH3:7])([CH3:6])[CH3:5])([CH3:3])[CH3:2].CCN(CC)CC.CS(Cl)(=O)=O.[N:50]1[C:58]([NH2:59])=[C:57]2[C:53]([N:54]=[CH:55][NH:56]2)=[N:52][CH:51]=1.C(=O)([O-])[O-].[K+].[K+]. Given the product [Si:1]([O:8][C@H:9]1[CH2:14][CH2:13][C@@:12]([C@H:16]2[CH2:24][CH2:23][C@@:22]3([CH3:25])[C@@H:18]([CH2:19][CH2:20][C:21]3=[CH2:26])[C@@H:17]2[CH2:27][N:54]2[CH:55]=[N:56][C:57]3[C:53]2=[N:52][CH:51]=[N:50][C:58]=3[NH2:59])([CH3:15])[C@@H:11]([CH2:29][O:30][Si:31]([C:34]([CH3:35])([CH3:36])[CH3:37])([CH3:33])[CH3:32])[CH2:10]1)([C:4]([CH3:6])([CH3:5])[CH3:7])([CH3:2])[CH3:3], predict the reactants needed to synthesize it.